From a dataset of Catalyst prediction with 721,799 reactions and 888 catalyst types from USPTO. Predict which catalyst facilitates the given reaction. (1) Reactant: [CH3:1][CH:2]1[CH2:7][CH2:6][CH:5]([C:8]([N:10]([CH:25]2[CH2:30][CH2:29][N:28]([CH3:31])[CH2:27][CH2:26]2)[C:11]2[CH:15]=[C:14]([C:16]3[CH:21]=[CH:20][CH:19]=[CH:18][CH:17]=3)[S:13][C:12]=2[C:22]([OH:24])=[O:23])=[O:9])[CH2:4][CH2:3]1.C(=O)([O-])[O-].[Cs+].[Cs+].[I-].[Na+].[C:40]([O:46][CH2:47]Cl)(=[O:45])[C:41]([CH3:44])([CH3:43])[CH3:42]. Product: [CH3:42][C:41]([CH3:44])([CH3:43])[C:40]([O:46][CH2:47][O:23][C:22]([C:12]1[S:13][C:14]([C:16]2[CH:21]=[CH:20][CH:19]=[CH:18][CH:17]=2)=[CH:15][C:11]=1[N:10]([C:8]([CH:5]1[CH2:4][CH2:3][CH:2]([CH3:1])[CH2:7][CH2:6]1)=[O:9])[CH:25]1[CH2:26][CH2:27][N:28]([CH3:31])[CH2:29][CH2:30]1)=[O:24])=[O:45]. The catalyst class is: 3. (2) Reactant: C([O:3][C:4](=[O:12])[CH2:5][C:6]1[N:7]=[C:8]([CH3:11])[O:9][CH:10]=1)C.O[Li].O. Product: [CH3:11][C:8]1[O:9][CH:10]=[C:6]([CH2:5][C:4]([OH:12])=[O:3])[N:7]=1. The catalyst class is: 20. (3) Reactant: C(OC(=O)[NH:7][CH:8]([C:11]([N:13]1[CH2:17][CH2:16][CH:15]2[N:18]([S:31]([CH3:34])(=[O:33])=[O:32])[CH2:19][CH:20]([C:21]3[C:29]4[C:24](=[CH:25][C:26]([F:30])=[CH:27][CH:28]=4)[NH:23][CH:22]=3)[CH:14]12)=[O:12])[CH2:9][CH3:10])(C)(C)C.C(O)(C(F)(F)F)=O. Product: [NH2:7][CH:8]([CH2:9][CH3:10])[C:11]([N:13]1[CH2:17][CH2:16][CH:15]2[N:18]([S:31]([CH3:34])(=[O:32])=[O:33])[CH2:19][CH:20]([C:21]3[C:29]4[C:24](=[CH:25][C:26]([F:30])=[CH:27][CH:28]=4)[NH:23][CH:22]=3)[CH:14]12)=[O:12]. The catalyst class is: 2.